Task: Predict the reaction yield, written as a fraction of the theoretical maximum amount of product (1.0 means a 100% yield; for example, 0.34 means a 34% yield).. Dataset: Reaction yield outcomes from USPTO patents with 853,638 reactions The reactants are [NH2:1][C:2]1[CH:3]=[C:4]([CH:9]=[C:10]([C:12]([F:15])([F:14])[F:13])[CH:11]=1)[C:5]([O:7][CH3:8])=[O:6].[OH2:16].[C:17]1(C)[CH:22]=[CH:21]C(S(O)(=O)=O)=[CH:19][CH:18]=1. The catalyst is CO. The product is [O:16]=[C:17]1[CH2:22][CH2:21][N:1]([C:2]2[CH:3]=[C:4]([CH:9]=[C:10]([C:12]([F:13])([F:14])[F:15])[CH:11]=2)[C:5]([O:7][CH3:8])=[O:6])[CH2:19][CH2:18]1. The yield is 0.760.